From a dataset of NCI-60 drug combinations with 297,098 pairs across 59 cell lines. Regression. Given two drug SMILES strings and cell line genomic features, predict the synergy score measuring deviation from expected non-interaction effect. (1) Drug 1: CN1C(=O)N2C=NC(=C2N=N1)C(=O)N. Drug 2: CC1CCC2CC(C(=CC=CC=CC(CC(C(=O)C(C(C(=CC(C(=O)CC(OC(=O)C3CCCCN3C(=O)C(=O)C1(O2)O)C(C)CC4CCC(C(C4)OC)OP(=O)(C)C)C)C)O)OC)C)C)C)OC. Cell line: UACC62. Synergy scores: CSS=27.4, Synergy_ZIP=-1.14, Synergy_Bliss=3.86, Synergy_Loewe=7.62, Synergy_HSA=8.67. (2) Drug 1: C1CC(=O)NC(=O)C1N2C(=O)C3=CC=CC=C3C2=O. Drug 2: N.N.Cl[Pt+2]Cl. Cell line: SN12C. Synergy scores: CSS=27.7, Synergy_ZIP=-9.21, Synergy_Bliss=-0.815, Synergy_Loewe=-7.78, Synergy_HSA=-0.360. (3) Drug 1: CC=C1C(=O)NC(C(=O)OC2CC(=O)NC(C(=O)NC(CSSCCC=C2)C(=O)N1)C(C)C)C(C)C. Drug 2: CC12CCC3C(C1CCC2OP(=O)(O)O)CCC4=C3C=CC(=C4)OC(=O)N(CCCl)CCCl.[Na+]. Cell line: MOLT-4. Synergy scores: CSS=41.2, Synergy_ZIP=-0.0982, Synergy_Bliss=-0.855, Synergy_Loewe=-13.8, Synergy_HSA=-0.735. (4) Drug 1: CC1=C(C(=O)C2=C(C1=O)N3CC4C(C3(C2COC(=O)N)OC)N4)N. Drug 2: C1CN(P(=O)(OC1)NCCCl)CCCl. Cell line: EKVX. Synergy scores: CSS=5.29, Synergy_ZIP=-1.16, Synergy_Bliss=0.0434, Synergy_Loewe=0.287, Synergy_HSA=0.374. (5) Drug 1: C1CCC(C(C1)N)N.C(=O)(C(=O)[O-])[O-].[Pt+4]. Drug 2: CC1CCCC2(C(O2)CC(NC(=O)CC(C(C(=O)C(C1O)C)(C)C)O)C(=CC3=CSC(=N3)C)C)C. Cell line: SF-295. Synergy scores: CSS=53.9, Synergy_ZIP=-3.06, Synergy_Bliss=-2.48, Synergy_Loewe=-20.9, Synergy_HSA=0.541. (6) Drug 1: C1=NC2=C(N=C(N=C2N1C3C(C(C(O3)CO)O)O)F)N. Drug 2: C#CCC(CC1=CN=C2C(=N1)C(=NC(=N2)N)N)C3=CC=C(C=C3)C(=O)NC(CCC(=O)O)C(=O)O. Cell line: MCF7. Synergy scores: CSS=37.0, Synergy_ZIP=1.34, Synergy_Bliss=1.19, Synergy_Loewe=-17.0, Synergy_HSA=-0.0557.